This data is from Reaction yield outcomes from USPTO patents with 853,638 reactions. The task is: Predict the reaction yield, written as a fraction of the theoretical maximum amount of product (1.0 means a 100% yield; for example, 0.34 means a 34% yield). The reactants are [Cl:1][C:2]1[C:7]([CH2:8][CH:9]=[O:10])=[C:6]([Cl:11])[N:5]=[CH:4][N:3]=1.[BH4-].[Na+]. The catalyst is CO. The product is [Cl:11][C:6]1[C:7]([CH2:8][CH2:9][OH:10])=[C:2]([Cl:1])[N:3]=[CH:4][N:5]=1. The yield is 0.630.